This data is from Full USPTO retrosynthesis dataset with 1.9M reactions from patents (1976-2016). The task is: Predict the reactants needed to synthesize the given product. Given the product [CH2:1]([CH:5]1[CH:9]([OH:10])[C:8]2[CH:11]=[C:12]([N+:15]([O-:17])=[O:16])[CH:13]=[CH:14][C:7]=2[O:6]1)[CH2:2][CH2:3][CH3:4], predict the reactants needed to synthesize it. The reactants are: [CH2:1]([CH:5]1[C:9](=[O:10])[C:8]2[CH:11]=[C:12]([N+:15]([O-:17])=[O:16])[CH:13]=[CH:14][C:7]=2[O:6]1)[CH2:2][CH2:3][CH3:4].[BH4-].[Na+].